From a dataset of Forward reaction prediction with 1.9M reactions from USPTO patents (1976-2016). Predict the product of the given reaction. (1) Given the reactants [Cl-].[Al+3].[Cl-].[Cl-].[CH:5]1([CH2:10][CH2:11][C:12](Cl)=[O:13])[CH2:9][CH2:8][CH2:7][CH2:6]1.[Cl:15][C:16]1[CH:21]=[CH:20][CH:19]=[CH:18][CH:17]=1.O, predict the reaction product. The product is: [Cl:15][C:16]1[CH:21]=[CH:20][C:19]([C:12](=[O:13])[CH2:11][CH2:10][CH:5]2[CH2:9][CH2:8][CH2:7][CH2:6]2)=[CH:18][CH:17]=1. (2) Given the reactants [CH3:1][C:2]1([CH3:28])[CH2:11][C:10]2[C:5](=[C:6]3[CH2:19][C:18]([CH3:21])([CH3:20])[O:17][C:7]3=[C:8]([O:12]CC(C)=C)[CH:9]=2)[C:4]([C:22]2[CH:27]=[CH:26][CH:25]=[CH:24][CH:23]=2)=[N:3]1.CCC[CH2:32][CH2:33][CH3:34].[CH2:35](N(CC)C1C=CC=CC=1)C, predict the reaction product. The product is: [CH3:1][C:2]1([CH3:28])[CH2:11][C:10]2[C:5](=[C:6]3[CH2:19][C:18]([CH3:21])([CH3:20])[O:17][C:7]3=[C:8]([OH:12])[C:9]=2[CH2:35][C:33]([CH3:32])=[CH2:34])[C:4]([C:22]2[CH:27]=[CH:26][CH:25]=[CH:24][CH:23]=2)=[N:3]1. (3) Given the reactants N1CCOCC1.Br[Se:8][C:9]1[CH:14]=[CH:13][CH:12]=[CH:11][CH:10]=1.[CH3:15][O:16][C:17]([CH:19]([CH2:26][CH2:27][CH2:28][CH2:29][CH2:30][CH2:31][CH2:32][CH2:33][CH2:34][CH2:35][CH2:36][CH3:37])[C:20](=[O:25])[C:21]([O:23][CH3:24])=[O:22])=[O:18], predict the reaction product. The product is: [C:9]1([Se:8][C:19]([C:17]([O:16][CH3:15])=[O:18])([CH2:26][CH2:27][CH2:28][CH2:29][CH2:30][CH2:31][CH2:32][CH2:33][CH2:34][CH2:35][CH2:36][CH3:37])[C:20](=[O:25])[C:21]([O:23][CH3:24])=[O:22])[CH:14]=[CH:13][CH:12]=[CH:11][CH:10]=1. (4) The product is: [CH2:20]([NH:19][C:17](=[O:18])[NH:16][C:14]1[S:15][C:11]2[C:10]([C:23]3[CH:28]=[CH:27][CH:26]=[CH:25][N:24]=3)=[CH:9][C:8]([C:4]3[CH:3]=[C:2]([N:41]4[CH2:42][CH2:43][C:38]([CH3:37])([C:44]([O:46][CH2:47][CH3:48])=[O:45])[CH2:39][CH2:40]4)[N:7]=[N:6][CH:5]=3)=[CH:22][C:12]=2[N:13]=1)[CH3:21]. Given the reactants Br[C:2]1[N:7]=[N:6][CH:5]=[C:4]([C:8]2[CH:9]=[C:10]([C:23]3[CH:28]=[CH:27][CH:26]=[CH:25][N:24]=3)[C:11]3[S:15][C:14]([NH:16][C:17]([NH:19][CH2:20][CH3:21])=[O:18])=[N:13][C:12]=3[CH:22]=2)[CH:3]=1.CCN(CC)CC.Cl.[CH3:37][C:38]1([C:44]([O:46][CH2:47][CH3:48])=[O:45])[CH2:43][CH2:42][NH:41][CH2:40][CH2:39]1.O, predict the reaction product. (5) Given the reactants [CH2:1]([N:8]1[CH:16]=[C:15]2[C:10]([CH:11]=[C:12](B3OC(C)(C)C(C)(C)O3)[CH:13]=[CH:14]2)=[N:9]1)[C:2]1[CH:7]=[CH:6][CH:5]=[CH:4][CH:3]=1.[NH2:26][C:27]1[C:32]2=[C:33](Br)[CH:34]=[C:35]([CH:36]3[CH2:40][CH2:39][N:38]([C:41]([O:43][C:44]([CH3:47])([CH3:46])[CH3:45])=[O:42])[CH2:37]3)[N:31]2[N:30]=[CH:29][N:28]=1.P([O-])([O-])([O-])=O.[K+].[K+].[K+].O, predict the reaction product. The product is: [NH2:26][C:27]1[C:32]2=[C:33]([C:12]3[CH:13]=[CH:14][C:15]4[C:10]([CH:11]=3)=[N:9][N:8]([CH2:1][C:2]3[CH:3]=[CH:4][CH:5]=[CH:6][CH:7]=3)[CH:16]=4)[CH:34]=[C:35]([CH:36]3[CH2:40][CH2:39][N:38]([C:41]([O:43][C:44]([CH3:47])([CH3:46])[CH3:45])=[O:42])[CH2:37]3)[N:31]2[N:30]=[CH:29][N:28]=1.